The task is: Predict the product of the given reaction.. This data is from Forward reaction prediction with 1.9M reactions from USPTO patents (1976-2016). (1) Given the reactants [NH:1]([C:3]([CH:5]1[CH2:10][CH2:9][N:8]([C:11]([O:13][C:14]([CH3:17])([CH3:16])[CH3:15])=[O:12])[CH2:7][CH2:6]1)=O)[NH2:2].[Cl:18][C:19]1[CH:26]=[CH:25][C:22]([C:23]#[N:24])=[CH:21][CH:20]=1.C(=O)([O-])[O-].[K+].[K+], predict the reaction product. The product is: [Cl:18][C:19]1[CH:26]=[CH:25][C:22]([C:23]2[N:24]=[C:3]([CH:5]3[CH2:10][CH2:9][N:8]([C:11]([O:13][C:14]([CH3:17])([CH3:16])[CH3:15])=[O:12])[CH2:7][CH2:6]3)[NH:1][N:2]=2)=[CH:21][CH:20]=1. (2) Given the reactants [C:1](Cl)(Cl)=[O:2].[OH:5][C:6]([C:13]1[CH:18]=[CH:17][CH:16]=[CH:15][C:14]=1[NH:19][CH2:20][CH2:21][C:22]([NH:25][C:26](=[O:32])[O:27][C:28]([CH3:31])([CH3:30])[CH3:29])([CH3:24])[CH3:23])([CH2:10][CH2:11][CH3:12])[CH2:7][CH2:8][CH3:9].C(N(CC)CC)C.N, predict the reaction product. The product is: [CH3:24][C:22]([NH:25][C:26](=[O:32])[O:27][C:28]([CH3:30])([CH3:29])[CH3:31])([CH3:23])[CH2:21][CH2:20][N:19]1[C:14]2[CH:15]=[CH:16][CH:17]=[CH:18][C:13]=2[C:6]([CH2:7][CH2:8][CH3:9])([CH2:10][CH2:11][CH3:12])[O:5][C:1]1=[O:2].